From a dataset of Forward reaction prediction with 1.9M reactions from USPTO patents (1976-2016). Predict the product of the given reaction. Given the reactants [F:1][C:2]([F:27])([F:26])[C:3]1[C:12]([O:13][C@H:14]2[CH2:19][CH2:18][C@@H:17]([C:20](F)(F)F)[CH2:16][CH2:15]2)=[CH:11][CH:10]=[C:9]2[C:4]=1[CH:5]=[CH:6][C:7]([CH:24]=[O:25])=[CH:8]2.[CH2:28]([C@H]1CC[C@H](O)CC1)C, predict the reaction product. The product is: [CH2:20]([C@@H:17]1[CH2:18][CH2:19][C@H:14]([O:13][C:12]2[C:3]([C:2]([F:1])([F:26])[F:27])=[C:4]3[C:9](=[CH:10][CH:11]=2)[CH:8]=[C:7]([CH:24]=[O:25])[CH:6]=[CH:5]3)[CH2:15][CH2:16]1)[CH3:28].